Dataset: Forward reaction prediction with 1.9M reactions from USPTO patents (1976-2016). Task: Predict the product of the given reaction. (1) Given the reactants Cl[CH2:2][CH2:3][N:4]([C:12](=[O:24])[C@H:13]([OH:23])[C@@H:14]([OH:22])[C:15]([O:17][C:18]([CH3:21])([CH3:20])[CH3:19])=[O:16])[C:5]1[CH:10]=[CH:9][C:8]([F:11])=[CH:7][CH:6]=1.CN(C=O)C, predict the reaction product. The product is: [F:11][C:8]1[CH:9]=[CH:10][C:5]([N:4]2[CH2:3][CH2:2][O:23][C@H:13]([C@@H:14]([OH:22])[C:15]([O:17][C:18]([CH3:21])([CH3:20])[CH3:19])=[O:16])[C:12]2=[O:24])=[CH:6][CH:7]=1. (2) Given the reactants [F:1][C:2]1[CH:7]=[CH:6][CH:5]=[CH:4][C:3]=1[C:8]([C:10]1[CH:15]=[C:14]([O:16][CH2:17][C:18]#[C:19][CH3:20])[N:13]=[CH:12][N:11]=1)=[O:9].[CH3:21][Li].[Cl-].[NH4+], predict the reaction product. The product is: [CH2:17]([O:16][C:14]1[CH:15]=[C:10]([C:8]([OH:9])([CH3:21])[C:3]2[CH:4]=[CH:5][CH:6]=[CH:7][C:2]=2[F:1])[N:11]=[CH:12][N:13]=1)[C:18]#[C:19][CH3:20]. (3) Given the reactants [CH:1]1([C:6]2[CH:34]=[CH:33][C:9]([CH2:10][O:11][C:12]3[CH:20]=[CH:19][C:18]4[N:17]5[CH2:21][CH2:22][CH:23]([CH2:24][C:25]([O:27][C:28]([CH3:31])([CH3:30])[CH3:29])=[O:26])[C:16]5=[C:15](I)[C:14]=4[CH:13]=3)=[CH:8][C:7]=2[C:35]([F:38])([F:37])[F:36])[CH2:5][CH2:4][CH2:3][CH2:2]1.[Br-].[CH:40]1([Zn+])[CH2:42][CH2:41]1, predict the reaction product. The product is: [CH:1]1([C:6]2[CH:34]=[CH:33][C:9]([CH2:10][O:11][C:12]3[CH:20]=[CH:19][C:18]4[N:17]5[CH2:21][CH2:22][CH:23]([CH2:24][C:25]([O:27][C:28]([CH3:31])([CH3:30])[CH3:29])=[O:26])[C:16]5=[C:15]([CH:40]5[CH2:42][CH2:41]5)[C:14]=4[CH:13]=3)=[CH:8][C:7]=2[C:35]([F:38])([F:37])[F:36])[CH2:5][CH2:4][CH2:3][CH2:2]1. (4) The product is: [ClH:22].[NH2:8][CH2:9][C:10]#[C:11][C:12]1[CH:21]=[CH:20][C:15]([C:16]([O:18][CH3:19])=[O:17])=[CH:14][CH:13]=1. Given the reactants C([NH:8][CH2:9][C:10]#[C:11][C:12]1[CH:21]=[CH:20][C:15]([C:16]([O:18][CH3:19])=[O:17])=[CH:14][CH:13]=1)(OC(C)(C)C)=O.[ClH:22].O1CCOCC1, predict the reaction product. (5) Given the reactants [C:1]([O:5][C:6]([CH3:9])([CH3:8])[CH3:7])(=[O:4])[CH:2]=[CH2:3].[CH:10]([N:12]1CCC[C:13]1=O)=[CH2:11].C(OS([O-])(=O)=O)CCCCCCCCCCC.[Na+].[Na+].C(S([O-])(=O)=O)=C.CCOCC.S(OOS([O-])(=O)=O)([O-])(=O)=O.[Na+].[Na+].C(=O)(O)[O-].[Na+].S(=O)(=O)(O)[O-].[Na+], predict the reaction product. The product is: [C:6]([O:5][C:1](=[O:4])[CH:2]=[CH2:3])([CH3:9])([CH3:8])[CH3:7].[CH:10]([N:12]1[CH2:13][CH2:3][CH2:2][C:1]1=[O:5])=[CH2:11]. (6) Given the reactants Cl[C:2]1[N:31]=[CH:30][CH:29]=[CH:28][C:3]=1[C:4]([NH:6][C:7]1[CH:8]=[N:9][C:10]([N:13]2[C:17]([C:18]([F:21])([F:20])[F:19])=[CH:16][C:15]([C:22]3[CH:23]=[N:24][CH:25]=[CH:26][CH:27]=3)=[N:14]2)=[CH:11][CH:12]=1)=[O:5].[NH2:32][CH2:33][CH2:34][N:35]1[CH2:40][CH2:39][O:38][CH2:37][CH2:36]1, predict the reaction product. The product is: [N:35]1([CH2:34][CH2:33][NH:32][C:2]2[N:31]=[CH:30][CH:29]=[CH:28][C:3]=2[C:4]([NH:6][C:7]2[CH:8]=[N:9][C:10]([N:13]3[C:17]([C:18]([F:21])([F:20])[F:19])=[CH:16][C:15]([C:22]4[CH:23]=[N:24][CH:25]=[CH:26][CH:27]=4)=[N:14]3)=[CH:11][CH:12]=2)=[O:5])[CH2:40][CH2:39][O:38][CH2:37][CH2:36]1. (7) The product is: [CH3:16][C:5]1[CH:4]=[C:3]([CH2:1][NH:31][C:27]2[CH:26]=[C:25]([C:22]3[CH:23]=[CH:24][C:19]([C:18]([F:17])([F:32])[F:33])=[CH:20][CH:21]=3)[CH:30]=[CH:29][CH:28]=2)[CH:15]=[CH:14][C:6]=1[O:7][CH2:8][C:9]([O:11][CH2:12][CH3:13])=[O:10]. Given the reactants [CH:1]([C:3]1[CH:15]=[CH:14][C:6]([O:7][CH2:8][C:9]([O:11][CH2:12][CH3:13])=[O:10])=[C:5]([CH3:16])[CH:4]=1)=O.[F:17][C:18]([F:33])([F:32])[C:19]1[CH:24]=[CH:23][C:22]([C:25]2[CH:30]=[CH:29][CH:28]=[C:27]([NH2:31])[CH:26]=2)=[CH:21][CH:20]=1.C(O[BH-](OC(=O)C)OC(=O)C)(=O)C.[Na+].C(O)(=O)C, predict the reaction product. (8) Given the reactants [C:1]1([C:7]([C:17]2[CH:22]=[CH:21][CH:20]=[CH:19][CH:18]=2)=[N:8][NH:9][C:10]2[CH:15]=[CH:14][C:13]([CH3:16])=[CH:12][CH:11]=2)[CH:6]=[CH:5][CH:4]=[CH:3][CH:2]=1.Br[CH2:24][CH2:25][C:26]1[CH:31]=[CH:30][CH:29]=[CH:28][CH:27]=1, predict the reaction product. The product is: [C:17]1([C:7]([C:1]2[CH:2]=[CH:3][CH:4]=[CH:5][CH:6]=2)=[N:8][N:9]([CH2:24][CH2:25][C:26]2[CH:31]=[CH:30][CH:29]=[CH:28][CH:27]=2)[C:10]2[CH:11]=[CH:12][C:13]([CH3:16])=[CH:14][CH:15]=2)[CH:22]=[CH:21][CH:20]=[CH:19][CH:18]=1. (9) The product is: [Cl:19][C:20]1[CH:21]=[C:22]([CH:28]=[C:29]([Cl:31])[CH:30]=1)[C:23]([O:25][CH2:26][N:15]1[C:14](=[O:16])[O:13][N:12]=[C:11]1[C:7]1[CH:6]=[C:5]([C:4]([F:3])([F:17])[F:18])[CH:10]=[CH:9][N:8]=1)=[O:24]. Given the reactants [H-].[Na+].[F:3][C:4]([F:18])([F:17])[C:5]1[CH:10]=[CH:9][N:8]=[C:7]([C:11]2[NH:12][O:13][C:14](=[O:16])[N:15]=2)[CH:6]=1.[Cl:19][C:20]1[CH:21]=[C:22]([CH:28]=[C:29]([Cl:31])[CH:30]=1)[C:23]([O:25][CH2:26]Cl)=[O:24].[Cl-].[NH4+], predict the reaction product. (10) Given the reactants [NH2:1][C:2]1[CH:3]=[C:4]2[C:8](=[CH:9][CH:10]=1)[N:7]([CH2:11][C:12]1[C:17]([F:18])=[CH:16][CH:15]=[CH:14][C:13]=1[F:19])[C:6]([C:20]([NH:22][C:23]1[CH:28]=[CH:27][CH:26]=[C:25]([CH3:29])[CH:24]=1)=[O:21])=[CH:5]2.C(N(CC)CC)C.[CH3:37][C:38]([CH3:44])([CH3:43])[CH2:39][C:40](Cl)=[O:41], predict the reaction product. The product is: [F:18][C:17]1[CH:16]=[CH:15][CH:14]=[C:13]([F:19])[C:12]=1[CH2:11][N:7]1[C:8]2[C:4](=[CH:3][C:2]([NH:1][C:40](=[O:41])[CH2:39][C:38]([CH3:44])([CH3:43])[CH3:37])=[CH:10][CH:9]=2)[CH:5]=[C:6]1[C:20]([NH:22][C:23]1[CH:28]=[CH:27][CH:26]=[C:25]([CH3:29])[CH:24]=1)=[O:21].